Task: Predict the reaction yield, written as a fraction of the theoretical maximum amount of product (1.0 means a 100% yield; for example, 0.34 means a 34% yield).. Dataset: Reaction yield outcomes from USPTO patents with 853,638 reactions (1) The reactants are [CH2:1]([N:8]1[CH:12]=[C:11]([C:13](OCC)=[O:14])[C:10]([CH:18]([CH2:21][CH3:22])[CH2:19][CH3:20])=[N:9]1)[C:2]1[CH:7]=[CH:6][CH:5]=[CH:4][CH:3]=1.[H-].[Al+3].[Li+].[H-].[H-].[H-].O.O.O.O.O.O.O.O.O.O.[O-]S([O-])(=O)=O.[Na+].[Na+]. The catalyst is O1CCCC1. The product is [CH2:1]([N:8]1[CH:12]=[C:11]([CH2:13][OH:14])[C:10]([CH:18]([CH2:21][CH3:22])[CH2:19][CH3:20])=[N:9]1)[C:2]1[CH:3]=[CH:4][CH:5]=[CH:6][CH:7]=1. The yield is 0.990. (2) The reactants are C(O[C:6](=[O:45])[NH:7][CH2:8][CH2:9][CH2:10][N:11]1[CH2:16][CH2:15][CH:14]([N:17]2[CH:21]=[C:20]([NH:22][C:23]([C:25]3[CH:26]=[N:27][N:28]4[CH:33]=[CH:32][CH:31]=[N:30][C:29]=34)=[O:24])[C:19]([C:34]3[CH:39]=[C:38]([Cl:40])[CH:37]=[CH:36][C:35]=3[O:41][CH:42]([F:44])[F:43])=[N:18]2)[CH2:13][CH2:12]1)(C)(C)C.[C:46](O)(C(F)(F)F)=O.C(Cl)(=O)C. The catalyst is C(Cl)Cl.N1C=CC=CC=1. The product is [ClH:40].[C:6]([NH:7][CH2:8][CH2:9][CH2:10][N:11]1[CH2:12][CH2:13][CH:14]([N:17]2[CH:21]=[C:20]([NH:22][C:23]([C:25]3[CH:26]=[N:27][N:28]4[CH:33]=[CH:32][CH:31]=[N:30][C:29]=34)=[O:24])[C:19]([C:34]3[CH:39]=[C:38]([Cl:40])[CH:37]=[CH:36][C:35]=3[O:41][CH:42]([F:43])[F:44])=[N:18]2)[CH2:15][CH2:16]1)(=[O:45])[CH3:46]. The yield is 0.320.